Dataset: Forward reaction prediction with 1.9M reactions from USPTO patents (1976-2016). Task: Predict the product of the given reaction. (1) Given the reactants [CH3:1][O:2][C:3]1[CH:12]=[CH:11][C:6]2[NH:7][C:8](=[O:10])[O:9][C:5]=2[CH:4]=1.[CH:13](=[O:16])[CH:14]=[CH2:15], predict the reaction product. The product is: [CH3:1][O:2][C:3]1[CH:12]=[CH:11][C:6]2[N:7]([CH2:15][CH2:14][CH:13]=[O:16])[C:8](=[O:10])[O:9][C:5]=2[CH:4]=1. (2) Given the reactants ClC1N=C(C2SC(C(C)C)=NC=2C2C=C(NS(C3C(F)=CC=CC=3F)(=O)=O)C=CC=2)C=CN=1.[Cl:34][C:35]1[N:40]=[C:39]([C:41]2[S:45][C:44]([N:46]3[CH2:51][CH2:50][O:49][CH2:48][CH2:47]3)=[N:43][C:42]=2[C:52]2[C:53]([F:60])=[C:54]([CH:56]=[CH:57][C:58]=2[F:59])[NH2:55])[CH:38]=[CH:37][N:36]=1.[F:61][C:62]1[CH:67]=[CH:66][C:65]([F:68])=[CH:64][C:63]=1[S:69](Cl)(=[O:71])=[O:70], predict the reaction product. The product is: [Cl:34][C:35]1[N:40]=[C:39]([C:41]2[S:45][C:44]([N:46]3[CH2:47][CH2:48][O:49][CH2:50][CH2:51]3)=[N:43][C:42]=2[C:52]2[C:53]([F:60])=[C:54]([NH:55][S:69]([C:63]3[CH:64]=[C:65]([F:68])[CH:66]=[CH:67][C:62]=3[F:61])(=[O:71])=[O:70])[CH:56]=[CH:57][C:58]=2[F:59])[CH:38]=[CH:37][N:36]=1.